This data is from Forward reaction prediction with 1.9M reactions from USPTO patents (1976-2016). The task is: Predict the product of the given reaction. (1) Given the reactants [Cl:1][C:2]1[CH:3]=[C:4]([NH:17][C:18]2[C:27]3[C:22](=[CH:23][CH:24]=[C:25]([NH:28][C:29](=[O:38])[CH2:30][CH2:31][NH:32]C(=O)COC)[CH:26]=3)[N:21]=[CH:20][N:19]=2)[CH:5]=[CH:6][C:7]=1[O:8][CH2:9][C:10]1[CH:15]=[CH:14][CH:13]=[C:12]([F:16])[CH:11]=1.C(OC(=O)C(O)=O)C, predict the reaction product. The product is: [NH2:32][CH2:31][CH2:30][C:29]([NH:28][C:25]1[CH:26]=[C:27]2[C:22](=[CH:23][CH:24]=1)[N:21]=[CH:20][N:19]=[C:18]2[NH:17][C:4]1[CH:5]=[CH:6][C:7]([O:8][CH2:9][C:10]2[CH:15]=[CH:14][CH:13]=[C:12]([F:16])[CH:11]=2)=[C:2]([Cl:1])[CH:3]=1)=[O:38]. (2) Given the reactants [F:1][C:2]1[CH:7]=[C:6]([F:8])[CH:5]=[CH:4][C:3]=1[C:9]1[N:10]=[C:11]2[N:15]([C:16]=1[C:17]1[CH:18]=[CH:19][C:20]3[N:21]([C:23]([CH:26]([CH3:28])[CH3:27])=[N:24][N:25]=3)[N:22]=1)[CH:14]=[CH:13]O2.[CH3:29][NH2:30].O, predict the reaction product. The product is: [F:1][C:2]1[CH:7]=[C:6]([F:8])[CH:5]=[CH:4][C:3]=1[C:9]1[N:10]=[C:11]2[N:30]([CH3:29])[CH:13]=[CH:14][N:15]2[C:16]=1[C:17]1[CH:18]=[CH:19][C:20]2[N:21]([C:23]([CH:26]([CH3:28])[CH3:27])=[N:24][N:25]=2)[N:22]=1. (3) Given the reactants Cl.[CH:2]12[CH2:11][CH:6]3[CH2:7][CH:8]([CH2:10][CH:4]([CH2:5]3)[CH:3]1[NH2:12])[CH2:9]2.CCN(C(C)C)C(C)C.C1N=CN([C:27](N2C=NC=C2)=[O:28])C=1.[NH:34]1[CH2:39][CH2:38][C:37]2([C:47]3[C:42](=[CH:43][CH:44]=[CH:45][CH:46]=3)[N:41]([C:48]([O:50][C:51]([CH3:54])([CH3:53])[CH3:52])=[O:49])[CH2:40]2)[CH2:36][CH2:35]1, predict the reaction product. The product is: [CH:2]12[CH2:11][CH:6]3[CH2:7][CH:8]([CH2:10][CH:4]([CH2:5]3)[CH:3]1[NH:12][C:27]([N:34]1[CH2:35][CH2:36][C:37]3([C:47]4[C:42](=[CH:43][CH:44]=[CH:45][CH:46]=4)[N:41]([C:48]([O:50][C:51]([CH3:54])([CH3:53])[CH3:52])=[O:49])[CH2:40]3)[CH2:38][CH2:39]1)=[O:28])[CH2:9]2. (4) Given the reactants [N+:1]([C:4]1[CH:9]=[CH:8][CH:7]=[C:6]([NH2:10])[C:5]=1[NH2:11])([O-:3])=[O:2].[OH:12][C@@H:13]([CH3:17])[C:14](O)=O, predict the reaction product. The product is: [N+:1]([C:4]1[C:5]2[N:11]=[C:14]([C@@H:13]([OH:12])[CH3:17])[NH:10][C:6]=2[CH:7]=[CH:8][CH:9]=1)([O-:3])=[O:2]. (5) Given the reactants [CH3:1][Si:2]([CH3:13])([CH3:12])[CH2:3][CH2:4][O:5][CH2:6][N:7]1[CH:11]=[CH:10][N:9]=[CH:8]1.N#C[Br:16].CCOC(C)=O, predict the reaction product. The product is: [Br:16][C:8]1[N:7]([CH2:6][O:5][CH2:4][CH2:3][Si:2]([CH3:13])([CH3:12])[CH3:1])[CH:11]=[CH:10][N:9]=1. (6) The product is: [Cl:30][C:8]1[C:7]([CH2:6][NH:5][C:26]([CH:24]2[CH2:23][C:22](=[CH2:21])[CH2:25]2)=[O:28])=[N:14][CH:18]=[CH:11][N:9]=1. Given the reactants CCN=C=[N:5][CH2:6][CH2:7][CH2:8][N:9]([CH3:11])C.C([N:14]([CH:18](C)C)C(C)C)C.[CH2:21]=[C:22]1[CH2:25][CH:24]([C:26]([OH:28])=O)[CH2:23]1.C(Cl)[Cl:30], predict the reaction product. (7) Given the reactants [Cl:1][C:2]1[N:7]=[C:6]([C:8]2[CH:13]=[CH:12][CH:11]=[CH:10][CH:9]=2)[N:5]=[C:4]([NH2:14])[CH:3]=1.[Br:15][CH2:16][C:17](Br)=[O:18].C(N(CC)C(C)C)(C)C, predict the reaction product. The product is: [Br:15][CH2:16][C:17]([NH:14][C:4]1[CH:3]=[C:2]([Cl:1])[N:7]=[C:6]([C:8]2[CH:13]=[CH:12][CH:11]=[CH:10][CH:9]=2)[N:5]=1)=[O:18]. (8) Given the reactants [NH2:1][C:2]1[C:10]([C:11]([F:14])([F:13])[F:12])=[CH:9][CH:8]=[CH:7][C:3]=1[C:4]([OH:6])=[O:5].Cl.N([O-])=O.[Na+].CC([O-])=O.[Na+].[N-:25]=[N+:26]=[N-].[Na+], predict the reaction product. The product is: [N:1]([C:2]1[C:10]([C:11]([F:12])([F:13])[F:14])=[CH:9][CH:8]=[CH:7][C:3]=1[C:4]([OH:6])=[O:5])=[N+:25]=[N-:26].